Predict the product of the given reaction. From a dataset of Forward reaction prediction with 1.9M reactions from USPTO patents (1976-2016). (1) Given the reactants [O:1]1[C:5]2([CH2:10][CH2:9][CH:8]([OH:11])[CH2:7][CH2:6]2)[O:4][CH2:3][CH2:2]1.[F:12][C:13]([F:25])([F:24])[C:14]1[CH:19]=[CH:18][C:17]([S:20](Cl)(=[O:22])=[O:21])=[CH:16][CH:15]=1.CCN(CC)CC, predict the reaction product. The product is: [F:25][C:13]([F:12])([F:24])[C:14]1[CH:15]=[CH:16][C:17]([S:20]([O:11][CH:8]2[CH2:9][CH2:10][C:5]3([O:4][CH2:3][CH2:2][O:1]3)[CH2:6][CH2:7]2)(=[O:22])=[O:21])=[CH:18][CH:19]=1. (2) Given the reactants O[CH2:2][CH2:3][NH:4][C:5]([NH:7][CH:8]1[CH2:17][CH2:16][C:15]2[C:10](=[CH:11][C:12]([O:18][CH3:19])=[CH:13][CH:14]=2)[CH2:9]1)=[S:6].C(N(C(C)C)CC)(C)C.[I-].C(C[P+](C)(C)C)#N, predict the reaction product. The product is: [S:6]1[CH2:2][CH2:3][N:4]=[C:5]1[NH:7][CH:8]1[CH2:17][CH2:16][C:15]2[C:10](=[CH:11][C:12]([O:18][CH3:19])=[CH:13][CH:14]=2)[CH2:9]1. (3) Given the reactants [Cl:1][C:2]1[CH:7]=[CH:6][C:5]([C:8]2([OH:34])[CH2:13][CH2:12][N:11]([CH2:14][CH2:15][CH:16]=[C:17]3[C:27]4[C:22](=[N:23][CH:24]=[CH:25][CH:26]=4)[O:21][C:20]4[CH:28]=[CH:29][CH:30]=[C:31]([CH2:32][OH:33])[C:19]=4[CH2:18]3)[CH2:10][CH2:9]2)=[CH:4][CH:3]=1, predict the reaction product. The product is: [Cl:1][C:2]1[CH:7]=[CH:6][C:5]([C:8]2([OH:34])[CH2:9][CH2:10][N:11]([CH2:14][CH2:15][CH:16]=[C:17]3[C:27]4[C:22](=[N:23][CH:24]=[CH:25][CH:26]=4)[O:21][C:20]4[CH:28]=[CH:29][CH:30]=[C:31]([CH:32]=[O:33])[C:19]=4[CH2:18]3)[CH2:12][CH2:13]2)=[CH:4][CH:3]=1. (4) Given the reactants [C:1]([NH:4][CH2:5][CH2:6][CH2:7][S:8]([O:11][CH2:12][C:13]([CH3:29])([CH3:28])[C@@H:14](O)[C:15]([O:17][CH2:18][CH2:19][O:20][C:21]([O:23][CH:24]([CH3:26])[CH3:25])=[O:22])=[O:16])(=[O:10])=[O:9])(=[O:3])[CH3:2].[P:30](Cl)(OC1C=CC=CC=1)([O:32][C:33]1[CH:38]=[CH:37][CH:36]=[CH:35][CH:34]=1)=[O:31].C(N(CC)CC)C, predict the reaction product. The product is: [C:1]([NH:4][CH2:5][CH2:6][CH2:7][S:8]([O:11][CH2:12][C:13]([CH3:29])([CH3:28])[C@@H:14]([PH:30]([O:32][C:33]1[CH:38]=[CH:37][CH:36]=[CH:35][CH:34]=1)=[O:31])[C:15]([O:17][CH2:18][CH2:19][O:20][C:21]([O:23][CH:24]([CH3:26])[CH3:25])=[O:22])=[O:16])(=[O:10])=[O:9])(=[O:3])[CH3:2].